This data is from Forward reaction prediction with 1.9M reactions from USPTO patents (1976-2016). The task is: Predict the product of the given reaction. (1) Given the reactants [CH2:1]([O:4][C:5]1[C:16]([O:17][CH3:18])=[C:15]([NH:19][C:20](=[O:61])[C:21]2[CH:26]=[CH:25][C:24]([NH:27][C:28](=[O:54])[C:29]3[CH:34]=[CH:33][C:32]([NH:35][C:36](=[O:53])[C@@H:37]([NH:41][C:42](=[O:52])[C:43]4[CH:48]=[CH:47][C:46]([N+:49]([O-])=O)=[CH:45][CH:44]=4)[CH2:38][C:39]#[N:40])=[CH:31][CH:30]=3)=[C:23]([O:55][CH3:56])[C:22]=2[O:57][CH2:58][CH:59]=[CH2:60])[CH:14]=[CH:13][C:6]=1[C:7]([O:9][CH2:10][CH:11]=[CH2:12])=[O:8])[CH:2]=[CH2:3].Cl[Sn]Cl, predict the reaction product. The product is: [CH2:1]([O:4][C:5]1[C:16]([O:17][CH3:18])=[C:15]([NH:19][C:20](=[O:61])[C:21]2[CH:26]=[CH:25][C:24]([NH:27][C:28](=[O:54])[C:29]3[CH:34]=[CH:33][C:32]([NH:35][C:36](=[O:53])[C@@H:37]([NH:41][C:42](=[O:52])[C:43]4[CH:48]=[CH:47][C:46]([NH2:49])=[CH:45][CH:44]=4)[CH2:38][C:39]#[N:40])=[CH:31][CH:30]=3)=[C:23]([O:55][CH3:56])[C:22]=2[O:57][CH2:58][CH:59]=[CH2:60])[CH:14]=[CH:13][C:6]=1[C:7]([O:9][CH2:10][CH:11]=[CH2:12])=[O:8])[CH:2]=[CH2:3]. (2) Given the reactants [F:1][C:2]1[CH:7]=[CH:6][C:5]([N:8]2[C:16]3[C:11](=[CH:12][C:13]([O:17][C@H:18]([CH2:22][C:23]4[CH:28]=[CH:27][CH:26]=[CH:25][CH:24]=4)[C@@H:19]([NH2:21])[CH3:20])=[CH:14][CH:15]=3)[CH:10]=[N:9]2)=[CH:4][CH:3]=1.[F:29][C:30]([F:41])([F:40])[C:31](O[C:31](=[O:32])[C:30]([F:41])([F:40])[F:29])=[O:32], predict the reaction product. The product is: [F:29][C:30]([F:41])([F:40])[C:31]([NH:21][C@H:19]([C@H:18]([O:17][C:13]1[CH:12]=[C:11]2[C:16](=[CH:15][CH:14]=1)[N:8]([C:5]1[CH:4]=[CH:3][C:2]([F:1])=[CH:7][CH:6]=1)[N:9]=[CH:10]2)[CH2:22][C:23]1[CH:24]=[CH:25][CH:26]=[CH:27][CH:28]=1)[CH3:20])=[O:32]. (3) Given the reactants Cl.[NH2:2][CH2:3][C:4]1[CH:12]=[CH:11][CH:10]=[C:9]2[C:5]=1[C:6](=[O:22])[N:7]([CH:14]1[CH2:19][CH2:18][C:17](=[O:20])[NH:16][C:15]1=[O:21])[C:8]2=[O:13].C(N(C(C)C)CC)(C)C.[F:32][C:33]1[CH:34]=[C:35]([CH:39]=[C:40]([F:42])[CH:41]=1)[C:36](Cl)=[O:37], predict the reaction product. The product is: [O:21]=[C:15]1[CH:14]([N:7]2[C:6](=[O:22])[C:5]3[C:9](=[CH:10][CH:11]=[CH:12][C:4]=3[CH2:3][NH:2][C:36](=[O:37])[C:35]3[CH:34]=[C:33]([F:32])[CH:41]=[C:40]([F:42])[CH:39]=3)[C:8]2=[O:13])[CH2:19][CH2:18][C:17](=[O:20])[NH:16]1. (4) Given the reactants C(OC([NH:8][C:9]1[O:17][C:16]2[C:11](=[N:12][CH:13]=[C:14]([CH:18]3[CH2:20][CH2:19]3)[CH:15]=2)[C:10]=1[C:21]([OH:23])=O)=O)(C)(C)C.[NH2:24][C:25]1[CH:26]=[N:27][CH:28]=[CH:29][C:30]=1[N:31]1[CH2:36][C@H:35]([CH:37]2[CH2:39][CH2:38]2)[C@@H:34]([O:40][Si](C(C)(C)C)(C)C)[C@H:33]([NH:48]C(=O)OC(C)(C)C)[CH2:32]1, predict the reaction product. The product is: [NH2:8][C:9]1[O:17][C:16]2[C:11](=[N:12][CH:13]=[C:14]([CH:18]3[CH2:19][CH2:20]3)[CH:15]=2)[C:10]=1[C:21]([NH:24][C:25]1[CH:26]=[N:27][CH:28]=[CH:29][C:30]=1[N:31]1[CH2:36][C@H:35]([CH:37]2[CH2:39][CH2:38]2)[C@@H:34]([OH:40])[C@H:33]([NH2:48])[CH2:32]1)=[O:23]. (5) Given the reactants Cl[C:2]1[N:7]=[C:6]([CH3:8])[C:5]([CH:9]=[O:10])=[CH:4][CH:3]=1.[SH:11][C:12]1[CH:17]=[CH:16][C:15]([CH2:18][C:19]([O:21][CH3:22])=[O:20])=[CH:14][CH:13]=1.C([O-])([O-])=O.[K+].[K+], predict the reaction product. The product is: [CH3:22][O:21][C:19](=[O:20])[CH2:18][C:15]1[CH:16]=[CH:17][C:12]([S:11][C:2]2[CH:3]=[CH:4][C:5]([CH:9]=[O:10])=[C:6]([CH3:8])[N:7]=2)=[CH:13][CH:14]=1. (6) Given the reactants [F:1][C:2]([F:13])([F:12])[C:3]1[S:7][CH:6]=[N:5][C:4]=1[C:8](OC)=[O:9].[CH2:14]([NH2:16])[CH3:15], predict the reaction product. The product is: [CH2:14]([NH:16][C:8]([C:4]1[N:5]=[CH:6][S:7][C:3]=1[C:2]([F:13])([F:12])[F:1])=[O:9])[CH3:15]. (7) Given the reactants N1CCC([C:7]2[CH:12]=[CH:11][CH:10]=[CH:9][C:8]=2[C@@H:13]([NH:15][C:16](=[O:18])[CH3:17])[CH3:14])CC1.Br[C:20]1[CH:27]=[CH:26][C:25]([O:28][CH2:29][CH2:30][CH3:31])=[CH:24][C:21]=1[C:22]#[N:23].C(=O)([O-])[O-].[K+].[K+].[NH:38]1[CH2:45][CH2:44][CH2:43][C@H:39]1[C:40](O)=O, predict the reaction product. The product is: [C:22]([C:21]1[CH:24]=[C:25]([O:28][CH2:29][CH2:30][CH3:31])[CH:26]=[CH:27][C:20]=1[N:38]1[CH2:45][CH2:44][CH:43]([C:11]2[CH:10]=[CH:9][C:8]([C@@H:13]([NH:15][C:16](=[O:18])[CH3:17])[CH3:14])=[CH:7][CH:12]=2)[CH2:39][CH2:40]1)#[N:23]. (8) Given the reactants [Mn]([O-])(=O)(=O)=[O:2].[K+].[Cl:7][C:8]1[CH:17]=[C:16]2[C:11]([CH:12]=[C:13]([CH2:18][OH:19])[N:14]=[CH:15]2)=[CH:10][N:9]=1, predict the reaction product. The product is: [Cl:7][C:8]1[CH:17]=[C:16]2[C:11]([CH:12]=[C:13]([C:18]([OH:2])=[O:19])[N:14]=[CH:15]2)=[CH:10][N:9]=1. (9) Given the reactants I[C:2]1[C:3]([NH2:17])=[N:4][C:5](=[O:16])[N:6]([CH:15]=1)[C@@H:7]1[O:14][C@H:11]([CH2:12][OH:13])[C@@H:9]([OH:10])[CH2:8]1.C[Sn](C)(C)[C:20]1[CH:25]=[CH:24][CH:23]=[CH:22][N:21]=1, predict the reaction product. The product is: [N:21]1[CH:22]=[CH:23][CH:24]=[CH:25][C:20]=1[C:2]1[C:3]([NH2:17])=[N:4][C:5](=[O:16])[N:6]([CH:15]=1)[C@@H:7]1[O:14][C@H:11]([CH2:12][OH:13])[C@@H:9]([OH:10])[CH2:8]1. (10) Given the reactants CS(O[CH2:6][CH2:7][NH:8][C:9]([O:11][CH2:12][C:13]1[CH:18]=[CH:17][CH:16]=[CH:15][CH:14]=1)=[O:10])(=O)=O.[NH2:19][CH2:20][CH2:21][N:22]([CH3:30])[C:23](=[O:29])[O:24][C:25]([CH3:28])([CH3:27])[CH3:26].C(=O)([O-])[O-].[K+].[K+], predict the reaction product. The product is: [CH2:12]([O:11][C:9](=[O:10])[NH:8][CH2:7][CH2:6][NH:19][CH2:20][CH2:21][N:22]([C:23]([O:24][C:25]([CH3:28])([CH3:27])[CH3:26])=[O:29])[CH3:30])[C:13]1[CH:18]=[CH:17][CH:16]=[CH:15][CH:14]=1.